This data is from Forward reaction prediction with 1.9M reactions from USPTO patents (1976-2016). The task is: Predict the product of the given reaction. (1) Given the reactants CN(C=O)C.[OH:6][C:7]1[CH:12]=[C:11]([OH:13])[N:10]=[C:9]([SH:14])[N:8]=1.C(N(CC)CC)C.[CH3:22][O:23][C:24]1[CH:31]=[CH:30][C:27]([CH2:28]Cl)=[CH:26][CH:25]=1, predict the reaction product. The product is: [OH:6][C:7]1[CH:12]=[C:11]([OH:13])[N:10]=[C:9]([S:14][CH2:28][C:27]2[CH:30]=[CH:31][C:24]([O:23][CH3:22])=[CH:25][CH:26]=2)[N:8]=1. (2) The product is: [CH:23]1([NH:22][C@H:19]2[CH2:20][CH2:21][C@H:16]([CH2:15][O:8][C:9]3[CH:14]=[CH:13][CH:12]=[CH:11][CH:10]=3)[CH2:17][CH2:18]2)[CH2:28][CH2:27][CH2:26][CH2:25][CH2:24]1. Given the reactants FC(F)(F)C(O)=O.[O:8]([CH2:15][C@H:16]1[CH2:21][CH2:20][C@H:19]([NH2:22])[CH2:18][CH2:17]1)[C:9]1[CH:14]=[CH:13][CH:12]=[CH:11][CH:10]=1.[C:23]1(=O)[CH2:28][CH2:27][CH2:26][CH2:25][CH2:24]1.C([BH3-])#N.[Na+], predict the reaction product.